Dataset: Forward reaction prediction with 1.9M reactions from USPTO patents (1976-2016). Task: Predict the product of the given reaction. (1) The product is: [F:24][C:23]([F:26])([F:25])[S:20]([O:1][C:2]1[CH:7]=[CH:6][CH:5]=[C:4]([C:8]([C:11]2[CH:18]=[CH:17][CH:16]=[C:13]([C:14]#[N:15])[CH:12]=2)([CH3:9])[CH3:10])[CH:3]=1)(=[O:21])=[O:19]. Given the reactants [OH:1][C:2]1[CH:3]=[C:4]([C:8]([C:11]2[CH:12]=[C:13]([CH:16]=[CH:17][CH:18]=2)[C:14]#[N:15])([CH3:10])[CH3:9])[CH:5]=[CH:6][CH:7]=1.[O:19](S(C(F)(F)F)(=O)=O)[S:20]([C:23]([F:26])([F:25])[F:24])(=O)=[O:21], predict the reaction product. (2) Given the reactants [CH:1]1[CH:2]=[C:3](C(O)=O)[S:4][CH:5]=1.[Br:9]Br.C[C:12]([OH:14])=[O:13], predict the reaction product. The product is: [Br:9][C:3]1[S:4][CH:5]=[C:1]([C:12]([OH:14])=[O:13])[CH:2]=1.